Predict which catalyst facilitates the given reaction. From a dataset of Catalyst prediction with 721,799 reactions and 888 catalyst types from USPTO. (1) Reactant: [N:1]([C:4]1[CH:29]=[CH:28][C:7]([CH2:8][N:9]([C:21]([O:23]C(C)(C)C)=O)[N:10]([CH2:18][C:19]#[CH:20])[C:11]([O:13]C(C)(C)C)=O)=[CH:6][CH:5]=1)=[N+:2]=[N-:3].C(O)(C(F)(F)F)=O.[Br:37][C:38]1C(OC(=O)[C:43]=1[Br:44])=O. Product: [N:1]([C:4]1[CH:5]=[CH:6][C:7]([CH2:8][N:9]2[C:21](=[O:23])[C:38]([Br:37])=[C:43]([Br:44])[C:11](=[O:13])[N:10]2[CH2:18][C:19]#[CH:20])=[CH:28][CH:29]=1)=[N+:2]=[N-:3]. The catalyst class is: 585. (2) Reactant: [Cl:1][C:2]1[CH:7]=[CH:6][C:5]([C:8]([N:16]2[C:24]3[C:19](=[C:20]([N:25]([CH2:30][O:31][CH2:32][CH2:33][Si:34]([CH3:37])([CH3:36])[CH3:35])[S:26]([CH3:29])(=[O:28])=[O:27])[CH:21]=[CH:22][CH:23]=3)[CH:18]=[CH:17]2)([CH2:14][CH3:15])[C:9]#[C:10][C:11]([NH2:13])=O)=[CH:4][CH:3]=1.O=P(Cl)(Cl)Cl. Product: [Cl:1][C:2]1[CH:7]=[CH:6][C:5]([C:8]([N:16]2[C:24]3[C:19](=[C:20]([N:25]([CH2:30][O:31][CH2:32][CH2:33][Si:34]([CH3:37])([CH3:35])[CH3:36])[S:26]([CH3:29])(=[O:28])=[O:27])[CH:21]=[CH:22][CH:23]=3)[CH:18]=[CH:17]2)([CH2:14][CH3:15])[C:9]#[C:10][C:11]#[N:13])=[CH:4][CH:3]=1. The catalyst class is: 17. (3) Reactant: Br[C:2]1[C:11]2[C:6](=[CH:7][CH:8]=[C:9]([C:12]([NH2:14])=[O:13])[CH:10]=2)[CH:5]=[N:4][CH:3]=1.[Cl:15][C:16]1[N:21]=[CH:20][C:19](B(O)O)=[CH:18][CH:17]=1.C(=O)([O-])[O-].[Cs+].[Cs+]. Product: [Cl:15][C:16]1[N:21]=[CH:20][C:19]([C:2]2[C:11]3[C:6](=[CH:7][CH:8]=[C:9]([C:12]([NH2:14])=[O:13])[CH:10]=3)[CH:5]=[N:4][CH:3]=2)=[CH:18][CH:17]=1. The catalyst class is: 688. (4) Reactant: Br[C:2]1[C:3]([NH2:9])=[N:4][CH:5]=[C:6]([Br:8])[N:7]=1.[C:10](=[O:13])([O-])[O-].[Cs+].[Cs+]. Product: [Br:8][C:6]1[N:7]=[C:2]([N:4]2[CH2:5][CH2:10][O:13][CH2:2][CH2:3]2)[C:3]([NH2:9])=[N:4][CH:5]=1. The catalyst class is: 37. (5) Reactant: F[C:2]1[CH:7]=[C:6]([F:8])[N:5]=[CH:4][N:3]=1.C([O-])([O-])=O.[K+].[K+].[CH3:15][N:16]([CH3:20])[CH2:17][CH2:18][NH2:19]. Product: [F:8][C:6]1[N:5]=[CH:4][N:3]=[C:2]([NH:19][CH2:18][CH2:17][N:16]([CH3:20])[CH3:15])[CH:7]=1. The catalyst class is: 12.